This data is from Full USPTO retrosynthesis dataset with 1.9M reactions from patents (1976-2016). The task is: Predict the reactants needed to synthesize the given product. (1) Given the product [CH3:20][N:19]([CH2:21][C@@H:22]1[C@@:27]([OH:36])([C:28]2[CH:33]=[CH:32][CH:31]=[C:30]([O:34][CH3:35])[CH:29]=2)[CH2:26][CH2:25][CH2:24][CH2:23]1)[CH3:18].[CH3:1][C@@H:2]([C:15]([OH:17])=[O:16])[C:3]1[CH:8]=[CH:7][C:6]2[CH:9]=[C:10]([O:13][CH3:14])[CH:11]=[CH:12][C:5]=2[CH:4]=1, predict the reactants needed to synthesize it. The reactants are: [CH3:1][C@@H:2]([C:15]([OH:17])=[O:16])[C:3]1[CH:8]=[CH:7][C:6]2[CH:9]=[C:10]([O:13][CH3:14])[CH:11]=[CH:12][C:5]=2[CH:4]=1.[CH3:18][N:19]([CH2:21][C@@H:22]1[C@@:27]([OH:36])([C:28]2[CH:33]=[CH:32][CH:31]=[C:30]([O:34][CH3:35])[CH:29]=2)[CH2:26][CH2:25][CH2:24][CH2:23]1)[CH3:20]. (2) Given the product [F:26][C:23]([F:24])([F:25])[S:20]([O:19][C:9]1[CH:8]=[C:7]([OH:6])[C:12]2[CH:13]=[C:14]([C:16](=[O:18])[CH3:17])[O:15][C:11]=2[CH:10]=1)(=[O:22])=[O:21], predict the reactants needed to synthesize it. The reactants are: FC(F)(F)S([O:6][C:7]1[C:12]2[CH:13]=[C:14]([C:16](=[O:18])[CH3:17])[O:15][C:11]=2[CH:10]=[C:9]([O:19][S:20]([C:23]([F:26])([F:25])[F:24])(=[O:22])=[O:21])[CH:8]=1)(=O)=O.C(=O)([O-])[O-].[Cs+].[Cs+]. (3) The reactants are: [CH3:1][O:2][C:3](=[O:17])[NH:4][C:5]1([C:10]2[CH:15]=[CH:14][C:13]([NH2:16])=[CH:12][CH:11]=2)[CH2:9][CH2:8][CH2:7][CH2:6]1.[CH3:18][O:19][C:20]1[CH:21]=[C:22]([CH:26]=[CH:27][C:28]=1[O:29][CH3:30])[C:23](Cl)=[O:24].C(N(CC)CC)C. Given the product [CH3:1][O:2][C:3](=[O:17])[NH:4][C:5]1([C:10]2[CH:11]=[CH:12][C:13]([NH:16][C:23](=[O:24])[C:22]3[CH:26]=[CH:27][C:28]([O:29][CH3:30])=[C:20]([O:19][CH3:18])[CH:21]=3)=[CH:14][CH:15]=2)[CH2:6][CH2:7][CH2:8][CH2:9]1, predict the reactants needed to synthesize it. (4) Given the product [O:1]1[C:10]2[C:5](=[N:6][CH:7]=[CH:8][CH:9]=2)[O:4][C@@H:3]([C:11]2[CH:12]=[CH:13][C:14]([CH2:15][N:16]3[CH2:17][CH2:18][CH:19]([NH:22][C:31]([CH:28]4[CH2:29][CH2:30][O:25][CH2:26][CH2:27]4)=[O:32])[CH2:20][CH2:21]3)=[CH:23][CH:24]=2)[CH2:2]1, predict the reactants needed to synthesize it. The reactants are: [O:1]1[C:10]2[C:5](=[N:6][CH:7]=[CH:8][CH:9]=2)[O:4][C@@H:3]([C:11]2[CH:24]=[CH:23][C:14]([CH2:15][N:16]3[CH2:21][CH2:20][CH:19]([NH2:22])[CH2:18][CH2:17]3)=[CH:13][CH:12]=2)[CH2:2]1.[O:25]1[CH2:30][CH2:29][CH:28]([C:31](O)=[O:32])[CH2:27][CH2:26]1. (5) Given the product [F:1][C:2]([F:38])([F:39])[C:3]1[CH:4]=[C:5]([CH2:13][O:14][CH:15]2[CH2:19][CH2:18][CH:17]([NH:20][CH3:21])[CH:16]2[C:32]2[CH:33]=[CH:34][CH:35]=[CH:36][CH:37]=2)[CH:6]=[C:7]([C:9]([F:12])([F:11])[F:10])[CH:8]=1, predict the reactants needed to synthesize it. The reactants are: [F:1][C:2]([F:39])([F:38])[C:3]1[CH:4]=[C:5]([CH2:13][O:14][CH:15]2[CH2:19][CH2:18][CH:17]([N:20](C(OCC3C=CC=CC=3)=O)[CH3:21])[CH:16]2[C:32]2[CH:37]=[CH:36][CH:35]=[CH:34][CH:33]=2)[CH:6]=[C:7]([C:9]([F:12])([F:11])[F:10])[CH:8]=1.C(OCC)(=O)C.